This data is from Experimentally validated miRNA-target interactions with 360,000+ pairs, plus equal number of negative samples. The task is: Binary Classification. Given a miRNA mature sequence and a target amino acid sequence, predict their likelihood of interaction. (1) The miRNA is mmu-miR-466f-3p with sequence CAUACACACACACAUACACAC. The protein sequence of the target gene is MKTLMRHGLAVCLVLTTMCTSLLLVYSSLGSQKERPPQQQQQQQQQQQQAATATGSTQLVESSPQPRRTAPAGPRQLEGYLGVADHKPLKMHCKDCALVTSSGHLLRSQQGPHIDQTECVIRMNDAPTRGYGLDVGNRTSLRVIAHSSIQRILRNRHDLLNVSQGTVFIFWGPSSYMRRDGKGQAYNNLQLLSQVLPRLKAFMITRHRMLQFDELFKQETGKDRKISNTWLSTGWFTMTIALELCDRIDVYGMVPPDFCRDPKHPSVPYHYYEPSGPDECTMYLSHERGRKGSHHRFITE.... Result: 1 (interaction). (2) The miRNA is hsa-miR-31-3p with sequence UGCUAUGCCAACAUAUUGCCAU. The protein sequence of the target gene is MSWLLGYMDPTEPSFVAAVITIVFNPLFWNVVARWEQRTRKLSRAFGSPHLACYSLGICILLLNILRSHCFTQAMMSQPKMEGLDNHTTYFLGLAFLGWGFVFVLSSFYALGFTGTFLGDYFGILKESRVTTFPFSVLDNPMYWGSTANYLGWALMHASPTGLLLTVLVAIVYVVALLYEEPFTAEIYRQKATRLHKRS. Result: 0 (no interaction). (3) The miRNA is hsa-miR-376c-5p with sequence GGUGGAUAUUCCUUCUAUGUU. The protein sequence of the target gene is METLSNASGTFAIRLLKILCQDNPSHNVFCSPVSISSALAMVLLGAKGNTATQMAQALSLNTEEDIHRAFQSLLTEVNKAGTQYLLRTANRLFGEKTCQFLSTFKESCLQFYHAELKELSFIRAAEESRKHINTWVSKKTEGKIEELLPGSSIDAETRLVLVNAIYFKGKWNEPFDETYTREMPFKINQEEQRPVQMMYQEATFKLAHVGEVRAQLLELPYARKELSLLVLLPDDGVELSTVEKSLTFEKLTAWTKPDCMKSTEVEVLLPKFKLQEDYDMESVLRHLGIVDAFQQGKADL.... Result: 0 (no interaction). (4) The miRNA is hsa-miR-494-5p with sequence AGGUUGUCCGUGUUGUCUUCUCU. The protein sequence of the target gene is MGVTCVSQMPVAEGKSVQQTVELLTRKLEMLGAEKQGTFCVDCETYHTAASTLGSQGQTGKLMYVMHNSEYPLSCFALFENGPCLIADTNFDVLMVKLKGFFQSAKASKIETRGTRYQYCDFLVKVGTVTMGPSARGISVEVEYGPCVVASDCWSLLLEFLQSFLGSHTPGAPAVFGNRHDAVYGPADTMVQYMELFNKIRKQQQVPVAGIR. Result: 0 (no interaction). (5) The miRNA is hsa-miR-518a-5p with sequence CUGCAAAGGGAAGCCCUUUC. The protein sequence of the target gene is MAQSNMPHKSDVLSQDELRKKLYQTFKDRGVLDTLQTQLRNQLIHELMHPVLSGEVKPPSISVEGSALLIGASNSLVADHLQRCGYEYSLSVFFPESGLAKEKIFTMQDLLQLIRINPSSSLYKSLISGFDKENKKGFLMSFLKELAEYYQAKESCDAETQTSTTFPSQVSLAEKFQLIDAQFADGFPHRSKLESLETKLNEYKKEVQHQLQVEMCHKLKYFREAEITKVKMEERRKYEKELAEFQNEFERTCQAKNEALISQEKNSLERIKKHREMESKEIYAQRQLLLNDIALLRGRE.... Result: 0 (no interaction). (6) The miRNA is mmu-miR-136-5p with sequence ACUCCAUUUGUUUUGAUGAUGG. The protein sequence of the target gene is MASQLQVFSPPSVSSSAFCSAKKLKIEPSGWDVSGQSSNDKYYTHSKTLPATQGQASSSHQVANFNLPAYDQGLLLPAPAVEHIVVTAADSSGSAATATFQSSQTLTHRSNVSLLEPYQKCGLKRKSEEVESNGSVQIIEEHPPLMLQNRTVVGAAATTTTVTTKSSSSSGEGDYQLVQHEILCSMTNSYEVLEFLGRGTFGQVAKCWKRSTKEIVAIKILKNHPSYARQGQIEVSILSRLSSENADEYNFVRSYECFQHKNHTCLVFEMLEQNLYDFLKQNKFSPLPLKYIRPILQQVA.... Result: 1 (interaction). (7) The miRNA is hsa-miR-507 with sequence UUUUGCACCUUUUGGAGUGAA. The protein sequence of the target gene is MDLFGDLPEPERAPRPSAGKEAQGRPVLFEDLPPASSTDSGSGGPLLFDDLPPAASGNSGSLATSGSQVVKTEGKGAKRKAPEEEKNGGEELVEKKVCKASSVIFGLKGYVAERKGEREEMQDAHVILNDITQECNPPSSLITRVSYFAVFDGHGGIRASKFAAQNLHQNLIRKFPKGDIISVEKTVKRCLLDTFKHTDEEFLKQASSQKPAWKDGSTATCVLAVDNILYIANLGDSRAILCRYNEESQKHAALSLSKEHNPTQYEERMRIQKAGGNVRDGRVLGVLEVSRSIGDGQYKR.... Result: 0 (no interaction). (8) The miRNA is hsa-miR-3129-3p with sequence AAACUAAUCUCUACACUGCUGC. The protein sequence of the target gene is MDDYRYRDNYEGYAPSDGYYRSNEQNQEEDAQSDVTEGHDEEDEIYEGEYQGIPHPDDVKSKQTKMAPSRADGLGGQADLMAERMEDEEELAHQYETIIDECGHGRFQWTLFFVLGLALMADGVEIFVVSFALPSAEKDMCLSSSKKGMLGLIVYLGMMAGAFILGGLADKLGRKKVLSMSLAINASFASLSSFVQGYGAFLFCRLISGIGIGGSLPIVFAYFSEFLSREKRGEHLSWLGIFWMTGGIYASAMAWSIIPHYGWGFSMGTNYHFHSWRVFVIVCALPATVSMVALKFMPES.... Result: 0 (no interaction). (9) The miRNA is hsa-miR-4790-5p with sequence AUCGCUUUACCAUUCAUGUU. Result: 0 (no interaction). The protein sequence of the target gene is MCEGPSRISGPIPPDPTLCPDNYRRPTSAQGRLEGNALKLDLLTSDRALDTTAPRGPCIGPGAGEILERGQRGVGDVLLQLEGISLGPGASLKRKDPKDHEKENLRRIREIQKRFREQERSREQGQPRPLKALWRSPKYDKVESRVKAQLQEPGPASGTESAHFLRAHSRCGPGLPPPHVSSPQPTPPGPEAKEPGLGVDFIRHNARAAKRAPRRHSCSLQVLAQVLEQQRQAQEHYNATQKGHVPHYLLERRDLWRREAEARKQSQPDPAMPPGHTRMPENQRLETLTKLLQSQSQLLR.... (10) The protein sequence of the target gene is MTPRGFSCLLLPTSETDLPVKRRT. Result: 0 (no interaction). The miRNA is hsa-miR-6817-5p with sequence UCUGCCAUAGGAAGCUUGGAGUGG.